This data is from Reaction yield outcomes from USPTO patents with 853,638 reactions. The task is: Predict the reaction yield, written as a fraction of the theoretical maximum amount of product (1.0 means a 100% yield; for example, 0.34 means a 34% yield). (1) The reactants are [F:1][C:2]1[CH:3]=[C:4]2[C:9](=[CH:10][CH:11]=1)[N:8]=[C:7]([NH:12][C@H:13]1[CH2:17][CH2:16][C@H:15]([NH2:18])[CH2:14]1)[CH:6]=[C:5]2[CH3:19].[CH3:20][N:21]1[C:25]2=[N:26][CH:27]=[CH:28][CH:29]=[C:24]2[C:23]([CH:30]=O)=[CH:22]1.[BH4-].[Na+].Cl.[OH-].[Na+]. The catalyst is CO. The product is [F:1][C:2]1[CH:3]=[C:4]2[C:9](=[CH:10][CH:11]=1)[N:8]=[C:7]([NH:12][C@H:13]1[CH2:17][CH2:16][C@H:15]([NH:18][CH2:30][C:23]3[C:24]4[C:25](=[N:26][CH:27]=[CH:28][CH:29]=4)[N:21]([CH3:20])[CH:22]=3)[CH2:14]1)[CH:6]=[C:5]2[CH3:19]. The yield is 0.650. (2) The reactants are [NH2:1][C:2]1[CH:34]=[CH:33][C:5]([C:6]([NH:8][CH:9]2[CH2:14][CH:13]([F:15])[CH2:12][CH:11]([NH:16][C:17]3[N:22]=[C:21]([C:23]4[C:31]5[C:26](=[CH:27][CH:28]=[CH:29][CH:30]=5)[NH:25][CH:24]=4)[C:20]([Cl:32])=[CH:19][N:18]=3)[CH2:10]2)=[O:7])=[CH:4][CH:3]=1. The catalyst is CO.C(Cl)Cl. The product is [NH2:1][C:2]1[CH:3]=[CH:4][C:5]([C:6]([NH:8][C@H:9]2[CH2:14][C@@H:13]([F:15])[CH2:12][C@@H:11]([NH:16][C:17]3[N:22]=[C:21]([C:23]4[C:31]5[C:26](=[CH:27][CH:28]=[CH:29][CH:30]=5)[NH:25][CH:24]=4)[C:20]([Cl:32])=[CH:19][N:18]=3)[CH2:10]2)=[O:7])=[CH:33][CH:34]=1. The yield is 0.290. (3) No catalyst specified. The product is [N:20]1([C:24](=[O:30])[C:25]([OH:29])([CH3:28])[C:26]#[C:27][C:2]2[C:3]([F:19])=[CH:4][C:5]3[O:11][CH2:10][CH2:9][N:8]4[CH:12]=[C:13]([C:15]([NH2:17])=[O:16])[N:14]=[C:7]4[C:6]=3[CH:18]=2)[CH2:21][CH2:22][CH2:23]1. The yield is 0.220. The reactants are Br[C:2]1[C:3]([F:19])=[CH:4][C:5]2[O:11][CH2:10][CH2:9][N:8]3[CH:12]=[C:13]([C:15]([NH2:17])=[O:16])[N:14]=[C:7]3[C:6]=2[CH:18]=1.[N:20]1([C:24](=[O:30])[C:25]([OH:29])([CH3:28])[C:26]#[CH:27])[CH2:23][CH2:22][CH2:21]1. (4) The reactants are [Cl:1][C:2]1[N:3]=[C:4]([C:9]([NH:11][C@H:12]2[CH2:17][CH2:16][N:15]([C:18]3[S:22][C:21]([C:23]([O:25]C)=[O:24])=[C:20]([CH3:27])[CH:19]=3)[CH2:14][C@H:13]2[O:28][CH3:29])=[O:10])[NH:5][C:6]=1[CH2:7][CH3:8].[OH-].[Li+].C1COCC1.O. The catalyst is CO. The product is [Cl:1][C:2]1[N:3]=[C:4]([C:9]([NH:11][C@H:12]2[CH2:17][CH2:16][N:15]([C:18]3[S:22][C:21]([C:23]([OH:25])=[O:24])=[C:20]([CH3:27])[CH:19]=3)[CH2:14][C@H:13]2[O:28][CH3:29])=[O:10])[NH:5][C:6]=1[CH2:7][CH3:8]. The yield is 0.370. (5) The yield is 0.690. The reactants are [F:1][C:2]1[CH:24]=[C:23]([N+:25]([O-])=O)[CH:22]=[CH:21][C:3]=1[O:4][C:5]1[CH:10]=[CH:9][N:8]=[C:7]2[CH:11]=[C:12]([CH:14]=[CH:15][CH2:16][CH2:17][N:18]([CH3:20])[CH3:19])[S:13][C:6]=12.[NH4+].[Cl-].O. The catalyst is CCO.[Fe]. The product is [CH3:20][N:18]([CH3:19])[CH2:17][CH2:16]/[CH:15]=[CH:14]\[C:12]1[S:13][C:6]2[C:7](=[N:8][CH:9]=[CH:10][C:5]=2[O:4][C:3]2[CH:21]=[CH:22][C:23]([NH2:25])=[CH:24][C:2]=2[F:1])[CH:11]=1. (6) The catalyst is C1COCC1. The reactants are [OH:1][C:2]1[N:13]=[CH:12][CH:11]=[CH:10][C:3]=1[C:4]([O:6][CH:7]([CH3:9])[CH3:8])=[O:5].C1(P(C2C=CC=CC=2)C2C=CC=CC=2)C=CC=CC=1.O[CH2:34][C@@H:35]1[CH2:39][CH2:38][CH2:37][N:36]1[C:40]([O:42][C:43]([CH3:46])([CH3:45])[CH3:44])=[O:41].CC(OC(/N=N/C(OC(C)C)=O)=O)C. The product is [CH3:8][CH:7]([O:6][C:4]([C:3]1[C:2]([O:1][CH2:34][C@@H:35]2[CH2:39][CH2:38][CH2:37][N:36]2[C:40]([O:42][C:43]([CH3:44])([CH3:46])[CH3:45])=[O:41])=[N:13][CH:12]=[CH:11][CH:10]=1)=[O:5])[CH3:9]. The yield is 0.564. (7) The reactants are [CH2:1]([O:8][C:9]1[CH:14]=[CH:13][C:12](Cl)=[C:11]([N+:16]([O-:18])=[O:17])[CH:10]=1)[C:2]1[CH:7]=[CH:6][CH:5]=[CH:4][CH:3]=1.CC1(C)C(C)(C)OB([C:27]2[CH:32]=[CH:31][C:30]([NH:33][C:34](=[O:40])[O:35][C:36]([CH3:39])([CH3:38])[CH3:37])=[CH:29][CH:28]=2)O1.C([O-])([O-])=O.[Na+].[Na+].CCOC(C)=O. The catalyst is O1CCOCC1.C1C=CC([P]([Pd]([P](C2C=CC=CC=2)(C2C=CC=CC=2)C2C=CC=CC=2)([P](C2C=CC=CC=2)(C2C=CC=CC=2)C2C=CC=CC=2)[P](C2C=CC=CC=2)(C2C=CC=CC=2)C2C=CC=CC=2)(C2C=CC=CC=2)C2C=CC=CC=2)=CC=1. The product is [CH2:1]([O:8][C:9]1[CH:14]=[CH:13][C:12]([C:27]2[CH:28]=[CH:29][C:30]([NH:33][C:34](=[O:40])[O:35][C:36]([CH3:38])([CH3:37])[CH3:39])=[CH:31][CH:32]=2)=[C:11]([N+:16]([O-:18])=[O:17])[CH:10]=1)[C:2]1[CH:7]=[CH:6][CH:5]=[CH:4][CH:3]=1. The yield is 0.880.